This data is from Reaction yield outcomes from USPTO patents with 853,638 reactions. The task is: Predict the reaction yield, written as a fraction of the theoretical maximum amount of product (1.0 means a 100% yield; for example, 0.34 means a 34% yield). (1) The reactants are [O:1]=[C:2]1[NH:11][C:10]2[N:9]=[C:8]([O:12][CH2:13][CH2:14][CH2:15][CH:16]=O)[CH:7]=[CH:6][C:5]=2[CH:4]=[CH:3]1.[Cl:18][C:19]1[CH:20]=[CH:21][C:22]([O:31][CH:32]([CH3:34])[CH3:33])=[C:23]([N:25]2[CH2:30][CH2:29][NH:28][CH2:27][CH2:26]2)[CH:24]=1.[BH-](OC(C)=O)(OC(C)=O)OC(C)=O.[Na+]. The catalyst is ClC(Cl)C.C(OCC)(=O)C. The product is [Cl:18][C:19]1[CH:20]=[CH:21][C:22]([O:31][CH:32]([CH3:34])[CH3:33])=[C:23]([N:25]2[CH2:26][CH2:27][N:28]([CH2:16][CH2:15][CH2:14][CH2:13][O:12][C:8]3[N:9]=[C:10]4[C:5]([CH:4]=[CH:3][C:2](=[O:1])[NH:11]4)=[CH:6][CH:7]=3)[CH2:29][CH2:30]2)[CH:24]=1. The yield is 0.390. (2) The reactants are [Sn](Cl)Cl.[Cl:4][C:5]1[CH:10]=[CH:9][C:8]([N+:11]([O-])=O)=[CH:7][C:6]=1[C:14]1[CH:15]=[N:16][CH:17]=[CH:18][CH:19]=1. The catalyst is C(O)C.O1CCOCC1. The product is [Cl:4][C:5]1[CH:10]=[CH:9][C:8]([NH2:11])=[CH:7][C:6]=1[C:14]1[CH:15]=[N:16][CH:17]=[CH:18][CH:19]=1. The yield is 0.870. (3) The reactants are [CH:1]1([CH2:4][C:5]([NH:7][NH:8][C:9]2[C:14]([O:15][CH3:16])=[C:13]([N:17]3[CH2:22][CH2:21][CH:20]([C:23]4[CH:28]=[CH:27][C:26]([F:29])=[CH:25][CH:24]=4)[CH2:19][CH2:18]3)[N:12]=[CH:11][N:10]=2)=O)[CH2:3][CH2:2]1.P(Cl)(Cl)(Cl)=O. The catalyst is C(#N)C. The product is [CH:1]1([CH2:4][C:5]2[N:10]3[CH:11]=[N:12][C:13]([N:17]4[CH2:18][CH2:19][CH:20]([C:23]5[CH:28]=[CH:27][C:26]([F:29])=[CH:25][CH:24]=5)[CH2:21][CH2:22]4)=[C:14]([O:15][CH3:16])[C:9]3=[N:8][N:7]=2)[CH2:3][CH2:2]1. The yield is 0.0160. (4) The reactants are [C:1]([C:3]1[CH:4]=[C:5]([C:13]2[O:17][N:16]=[C:15]([C:18]3[CH:26]=[CH:25][CH:24]=[C:23]4[C:19]=3[CH2:20][CH2:21][C@@H:22]4[NH:27][C@@H:28]([CH3:33])[C:29](OC)=[O:30])[N:14]=2)[CH:6]=[CH:7][C:8]=1[O:9][CH:10]([CH3:12])[CH3:11])#[N:2].[BH4-].[Na+]. The catalyst is CO.Cl. The product is [OH:30][CH2:29][C@@H:28]([NH:27][C@@H:22]1[C:23]2[C:19](=[C:18]([C:15]3[N:14]=[C:13]([C:5]4[CH:6]=[CH:7][C:8]([O:9][CH:10]([CH3:12])[CH3:11])=[C:3]([CH:4]=4)[C:1]#[N:2])[O:17][N:16]=3)[CH:26]=[CH:25][CH:24]=2)[CH2:20][CH2:21]1)[CH3:33]. The yield is 0.400. (5) The reactants are [NH2:1][CH2:2][CH2:3][CH2:4][CH2:5][C:6]1[CH:11]=[CH:10][C:9]([CH2:12][CH2:13][CH2:14][C@@H:15]([NH:19][C:20]([O:22][C:23]([CH3:26])([CH3:25])[CH3:24])=[O:21])[C:16]([OH:18])=[O:17])=[CH:8][CH:7]=1.C(N(C(C)C)CC)(C)C.I.[NH2:37][C:38]1[C:39]([C:46]([NH:48][C:49](=[NH:52])SC)=[O:47])=[N:40][C:41]([Cl:45])=[C:42]([NH2:44])[N:43]=1. The catalyst is C(O)C. The product is [C:23]([O:22][C:20]([NH:19][C@H:15]([CH2:14][CH2:13][CH2:12][C:9]1[CH:10]=[CH:11][C:6]([CH2:5][CH2:4][CH2:3][CH2:2][NH:1][C:49]([NH2:52])=[N:48][C:46]([C:39]2[C:38]([NH2:37])=[N:43][C:42]([NH2:44])=[C:41]([Cl:45])[N:40]=2)=[O:47])=[CH:7][CH:8]=1)[C:16]([OH:18])=[O:17])=[O:21])([CH3:26])([CH3:25])[CH3:24]. The yield is 0.750. (6) The reactants are Cl[CH2:2][CH2:3][C:4]([NH:6][C:7]1[CH:12]=[CH:11][C:10]([OH:13])=[CH:9][CH:8]=1)=[O:5].[Al+3].[Cl-].[Cl-].[Cl-]. No catalyst specified. The product is [OH:13][C:10]1[CH:9]=[C:8]2[C:7](=[CH:12][CH:11]=1)[NH:6][C:4](=[O:5])[CH2:3][CH2:2]2. The yield is 0.400. (7) The reactants are [CH3:1][N:2]([CH3:12])[C:3]1[CH:4]=[CH:5][C:6]([OH:11])=[C:7]([CH:10]=1)[CH:8]=O.Cl.[CH3:14][NH:15][CH2:16][CH2:17][C:18]1[CH:23]=[CH:22][C:21]([N+:24]([O-:26])=[O:25])=[CH:20][CH:19]=1.C(N(CC)CC)C.[BH4-].[Na+]. The catalyst is CO. The product is [CH3:1][N:2]([CH3:12])[C:3]1[CH:4]=[CH:5][C:6]([OH:11])=[C:7]([CH2:8][N:15]([CH3:14])[CH2:16][CH2:17][C:18]2[CH:19]=[CH:20][C:21]([N+:24]([O-:26])=[O:25])=[CH:22][CH:23]=2)[CH:10]=1. The yield is 0.340.